This data is from Full USPTO retrosynthesis dataset with 1.9M reactions from patents (1976-2016). The task is: Predict the reactants needed to synthesize the given product. (1) Given the product [NH2:5][C:4]1[N:20]([CH2:19][C:18]([F:23])([F:22])[F:17])[N:21]=[CH:15][C:3]=1[C:2]#[N:1], predict the reactants needed to synthesize it. The reactants are: [NH2:1][C:2]1N(C2C=CC=CC=2OC)[N:5]=[CH:4][C:3]=1[C:15]#N.[F:17][C:18]([F:23])([F:22])[CH2:19][NH:20][NH2:21]. (2) Given the product [CH2:1]1[C:7]2([CH2:12][CH2:11][CH:10]([NH:13][C:14](=[O:20])[O:15][C:16]([CH3:17])([CH3:19])[CH3:18])[CH2:9][CH2:8]2)[CH2:6]1, predict the reactants needed to synthesize it. The reactants are: [CH2:1]([Zn]CC)C.[CH2:6]=[C:7]1[CH2:12][CH2:11][CH:10]([NH:13][C:14](=[O:20])[O:15][C:16]([CH3:19])([CH3:18])[CH3:17])[CH2:9][CH2:8]1.[Cl-].[NH4+]. (3) Given the product [C:3]([O:7][C:8](=[O:20])[CH:9]([C:10]1[CH:15]=[CH:14][C:13]([S:16]([CH3:19])(=[O:17])=[O:18])=[CH:12][CH:11]=1)[CH2:26][C:25]1[CH:28]=[CH:29][C:22]([F:21])=[CH:23][CH:24]=1)([CH3:5])([CH3:6])[CH3:4], predict the reactants needed to synthesize it. The reactants are: [H-].[Na+].[C:3]([O:7][C:8](=[O:20])[CH2:9][C:10]1[CH:15]=[CH:14][C:13]([S:16]([CH3:19])(=[O:18])=[O:17])=[CH:12][CH:11]=1)([CH3:6])([CH3:5])[CH3:4].[F:21][C:22]1[CH:29]=[CH:28][C:25]([CH2:26]Br)=[CH:24][CH:23]=1. (4) Given the product [F:20][C:21]1[CH:26]=[CH:25][C:24]([C:2]2[CH:3]=[N:4][C:5]3[C:10]([CH:11]=2)=[CH:9][CH:8]=[CH:7][CH:6]=3)=[CH:23][CH:22]=1, predict the reactants needed to synthesize it. The reactants are: Br[C:2]1[CH:3]=[N:4][C:5]2[C:10]([CH:11]=1)=[CH:9][CH:8]=[CH:7][CH:6]=2.P([O-])([O-])([O-])=O.[K+].[K+].[K+].[F:20][C:21]1[CH:26]=[CH:25][C:24](B(O)O)=[CH:23][CH:22]=1. (5) Given the product [CH:1]1([O:25][C:7]2[N:12]=[CH:11][N:10]=[C:9]([NH:13][C:14]3[CH:22]=[CH:21][C:17]([C:18]([OH:20])=[O:19])=[CH:16][CH:15]=3)[CH:8]=2)[CH2:3][CH2:2]1, predict the reactants needed to synthesize it. The reactants are: [CH:1]1(CO)[CH2:3][CH2:2]1.Cl[C:7]1[N:12]=[CH:11][N:10]=[C:9]([NH:13][C:14]2[CH:22]=[CH:21][C:17]([C:18]([OH:20])=[O:19])=[CH:16][CH:15]=2)[CH:8]=1.[H-].[Na+].[O:25]1CCOCC1. (6) Given the product [P:2]([O-:13])([O-:9])([O-:3])=[O:1].[Ca+2:16].[P:2]([O-:13])([O-:9])([O-:3])=[O:1].[Ca+2:16].[Ca+2:16], predict the reactants needed to synthesize it. The reactants are: [O:1]=[P:2]12[O:13]P3(OP(OP(O3)([O:9]1)=O)(=O)[O:3]2)=O.[O-2].[Ca+2:16]. (7) Given the product [OH2:1].[O:14]=[C:15]([CH2:17][N:18]([C:20](=[NH:21])[NH2:22])[CH3:19])[OH:16].[O:1]=[CH:2][C@@H:3]([C@H:5]([C@@H:7]([C@@H:9]([CH2:11][OH:12])[OH:10])[OH:8])[OH:6])[OH:4], predict the reactants needed to synthesize it. The reactants are: [O:1]=[CH:2][C@@H:3]([C@H:5]([C@@H:7]([C@@H:9]([CH2:11][OH:12])[OH:10])[OH:8])[OH:6])[OH:4].O.[O:14]=[C:15]([CH2:17][N:18]([C:20](=[NH:22])[NH2:21])[CH3:19])[OH:16]. (8) Given the product [Cl-:10].[CH3:7][O:8][CH2:9][N:4]1[CH:5]=[CH:6][N+:2]([CH3:1])=[CH:3]1, predict the reactants needed to synthesize it. The reactants are: [CH3:1][N:2]1[CH:6]=[CH:5][N:4]=[CH:3]1.[CH3:7][O:8][CH2:9][Cl:10]. (9) Given the product [Cl:1][C:2]1[N:11]=[CH:10][C:9]2[N:8]3[CH:21]=[CH:22][N:12]=[C:7]3[C@@H:6]([CH2:13][CH3:14])[N:5]([CH:15]3[CH2:19][CH2:18][CH2:17][CH2:16]3)[C:4]=2[N:3]=1, predict the reactants needed to synthesize it. The reactants are: [Cl:1][C:2]1[N:11]=[CH:10][C:9]2[N:8]=[C:7]([NH2:12])[C@@H:6]([CH2:13][CH3:14])[N:5]([CH:15]3[CH2:19][CH2:18][CH2:17][CH2:16]3)[C:4]=2[N:3]=1.Cl[CH2:21][CH:22]=O.C([O-])(O)=O.[Na+].CCOC(C)=O.